Dataset: Full USPTO retrosynthesis dataset with 1.9M reactions from patents (1976-2016). Task: Predict the reactants needed to synthesize the given product. (1) Given the product [CH2:1]([O:8][C:9]1[CH:18]=[C:17]2[C:12]([C:13]([Cl:20])=[C:14]([CH:31]3[CH2:33][CH2:32]3)[CH:15]=[N:16]2)=[CH:11][C:10]=1[O:21][CH3:22])[C:2]1[CH:7]=[CH:6][CH:5]=[CH:4][CH:3]=1, predict the reactants needed to synthesize it. The reactants are: [CH2:1]([O:8][C:9]1[CH:18]=[C:17]2[C:12]([C:13]([Cl:20])=[C:14](Br)[CH:15]=[N:16]2)=[CH:11][C:10]=1[O:21][CH3:22])[C:2]1[CH:7]=[CH:6][CH:5]=[CH:4][CH:3]=1.P([O-])([O-])([O-])=O.[K+].[K+].[K+].[CH:31]1(B(O)O)[CH2:33][CH2:32]1.P.C1CCCCC1.C1CCCCC1.C1CCCCC1. (2) Given the product [F:8][C:9]1[CH:16]=[CH:15][C:12]([CH2:13][N:3]2[CH:7]=[CH:6][CH:5]=[N:4]2)=[CH:11][CH:10]=1, predict the reactants needed to synthesize it. The reactants are: [H-].[Na+].[NH:3]1[CH:7]=[CH:6][CH:5]=[N:4]1.[F:8][C:9]1[CH:16]=[CH:15][C:12]([CH2:13]Br)=[CH:11][CH:10]=1. (3) Given the product [CH3:32][C:30]1[N:31]=[C:27]([CH:25]2[CH2:26][N:23]([C:13]3[N:14]4[C:18]([N:19]=[C:11]5[CH2:10][CH2:9][NH:8][CH2:22][CH2:21][C:12]=35)=[CH:17][CH:16]=[N:15]4)[CH2:24]2)[O:28][CH:29]=1, predict the reactants needed to synthesize it. The reactants are: C(OC([N:8]1[CH2:22][CH2:21][C:12]2=[C:13](Cl)[N:14]3[C:18]([N:19]=[C:11]2[CH2:10][CH2:9]1)=[CH:17][CH:16]=[N:15]3)=O)(C)(C)C.[NH:23]1[CH2:26][CH:25]([C:27]2[O:28][CH:29]=[C:30]([CH3:32])[N:31]=2)[CH2:24]1. (4) Given the product [NH2:18][C@H:19]([C:23]([O:25][C@H:26](/[CH:61]=[CH:62]/[CH2:63][CH2:64][S:65][C:66]([C:79]1[CH:80]=[CH:81][CH:82]=[CH:83][CH:84]=1)([C:67]1[CH:72]=[CH:71][CH:70]=[CH:69][CH:68]=1)[C:73]1[CH:74]=[CH:75][CH:76]=[CH:77][CH:78]=1)[CH2:27][C:28]([NH:30][CH2:31][C:32]1[N:33]=[C:34]([CH2:38][N:39]([CH2:50][C:51]2[C:60]3[C:55](=[CH:56][CH:57]=[CH:58][CH:59]=3)[CH:54]=[CH:53][CH:52]=2)[CH2:40][C:41]([OH:49])=[O:42])[CH:35]=[CH:36][CH:37]=1)=[O:29])=[O:24])[CH:20]([CH3:21])[CH3:22], predict the reactants needed to synthesize it. The reactants are: C1C2C(COC([NH:18][C@@H:19]([C:23]([O:25][C@H:26](/[CH:61]=[CH:62]/[CH2:63][CH2:64][S:65][C:66]([C:79]3[CH:84]=[CH:83][CH:82]=[CH:81][CH:80]=3)([C:73]3[CH:78]=[CH:77][CH:76]=[CH:75][CH:74]=3)[C:67]3[CH:72]=[CH:71][CH:70]=[CH:69][CH:68]=3)[CH2:27][C:28]([NH:30][CH2:31][C:32]3[CH:37]=[CH:36][CH:35]=[C:34]([CH2:38][N:39]([CH2:50][C:51]4[C:60]5[C:55](=[CH:56][CH:57]=[CH:58][CH:59]=5)[CH:54]=[CH:53][CH:52]=4)[CH2:40][C:41](=[O:49])[O:42]CC[Si](C)(C)C)[N:33]=3)=[O:29])=[O:24])[CH:20]([CH3:22])[CH3:21])=O)C3C(=CC=CC=3)C=2C=CC=1.CCCC[N+](CCCC)(CCCC)CCCC.[F-]. (5) Given the product [C:1]([O:5][C:6]([NH:7][C@H:8]([C:9]([N:11]1[CH2:15][CH2:14][CH2:13][C@H:12]1[C:16](=[O:18])[NH2:17])=[O:10])[CH2:19][C:20]1[C:28]2[C:23](=[CH:24][CH:25]=[C:26]([O:29][S:42]([CH3:41])(=[O:44])=[O:43])[CH:27]=2)[NH:22][CH:21]=1)=[O:30])([CH3:4])([CH3:2])[CH3:3], predict the reactants needed to synthesize it. The reactants are: [C:1]([O:5][C:6](=[O:30])[NH:7][C@@H:8]([CH2:19][C:20]1[C:28]2[C:23](=[CH:24][CH:25]=[C:26]([OH:29])[CH:27]=2)[NH:22][CH:21]=1)[C:9]([N:11]1[CH2:15][CH2:14][CH2:13][C@H:12]1[C:16](=[O:18])[NH2:17])=[O:10])([CH3:4])([CH3:3])[CH3:2].C(N(CC)CC)C.ClCCl.[CH3:41][S:42](Cl)(=[O:44])=[O:43]. (6) Given the product [N:8]1[C:9]2[C:14](=[CH:13][CH:12]=[CH:11][CH:10]=2)[CH:15]=[CH:16][C:7]=1[C:4]1[N:3]=[C:2]([N:20]2[CH2:19][CH2:18][N:17]([C:23]([O:25][C:26]([CH3:29])([CH3:28])[CH3:27])=[O:24])[CH2:22][CH2:21]2)[S:6][N:5]=1, predict the reactants needed to synthesize it. The reactants are: Cl[C:2]1[S:6][N:5]=[C:4]([C:7]2[CH:16]=[CH:15][C:14]3[C:9](=[CH:10][CH:11]=[CH:12][CH:13]=3)[N:8]=2)[N:3]=1.[N:17]1([C:23]([O:25][C:26]([CH3:29])([CH3:28])[CH3:27])=[O:24])[CH2:22][CH2:21][NH:20][CH2:19][CH2:18]1. (7) Given the product [CH:2]1([O:12][C:11]2[CH:10]=[C:9]([CH:17]=[CH:16][C:13]=2[O:14][CH3:15])[CH:8]=[O:7])[CH2:6][CH2:5][CH2:4][CH2:3]1, predict the reactants needed to synthesize it. The reactants are: Br[CH:2]1[CH2:6][CH2:5][CH2:4][CH2:3]1.[O:7]=[CH:8][C:9]1[CH:17]=[CH:16][C:13]([O:14][CH3:15])=[C:11]([OH:12])[CH:10]=1.C(=O)([O-])[O-].[K+].[K+].